From a dataset of Peptide-MHC class II binding affinity with 134,281 pairs from IEDB. Regression. Given a peptide amino acid sequence and an MHC pseudo amino acid sequence, predict their binding affinity value. This is MHC class II binding data. (1) The peptide sequence is SQDLETSWNLNGLQAY. The MHC is DRB1_0802 with pseudo-sequence DRB1_0802. The binding affinity (normalized) is 0.315. (2) The peptide sequence is EDNFFLFGAKADQVA. The binding affinity (normalized) is 0.414. The MHC is DRB1_1501 with pseudo-sequence DRB1_1501. (3) The peptide sequence is FELQIVDKIDAAFKI. The MHC is DRB1_0404 with pseudo-sequence DRB1_0404. The binding affinity (normalized) is 0.426. (4) The peptide sequence is STGGAYESYKFIPAL. The MHC is HLA-DQA10501-DQB10301 with pseudo-sequence HLA-DQA10501-DQB10301. The binding affinity (normalized) is 0.385. (5) The peptide sequence is KSHFAIGLALYYPSA. The MHC is DRB1_1501 with pseudo-sequence DRB1_1501. The binding affinity (normalized) is 0.627. (6) The peptide sequence is TLTAFGFASADLIEI. The MHC is DRB3_0101 with pseudo-sequence DRB3_0101. The binding affinity (normalized) is 0.575. (7) The peptide sequence is AFKVAATLANAAPAN. The MHC is HLA-DPA10201-DPB11401 with pseudo-sequence HLA-DPA10201-DPB11401. The binding affinity (normalized) is 0.725.